Dataset: Forward reaction prediction with 1.9M reactions from USPTO patents (1976-2016). Task: Predict the product of the given reaction. (1) Given the reactants [CH3:1][CH:2]1[N:7]([C:8]2[CH:13]=[CH:12][N:11]=[CH:10][C:9]=2[N+:14]([O-:16])=[O:15])[CH2:6][CH2:5][N:4](C(OC(C)(C)C)=O)[CH2:3]1.C(O)(C(F)(F)F)=O, predict the reaction product. The product is: [CH3:1][CH:2]1[CH2:3][NH:4][CH2:5][CH2:6][N:7]1[C:8]1[CH:13]=[CH:12][N:11]=[CH:10][C:9]=1[N+:14]([O-:16])=[O:15]. (2) Given the reactants Cl[C:2]1[CH:7]=[C:6]([C:8]([F:11])([F:10])[F:9])[CH:5]=[CH:4][N:3]=1.C([O-])([O-])=O.[K+].[K+].O1CCO[CH2:20][CH2:19]1.N#N, predict the reaction product. The product is: [F:9][C:8]([F:11])([F:10])[C:6]1[CH:5]=[CH:4][N:3]=[C:2]([CH:19]=[CH2:20])[CH:7]=1. (3) Given the reactants [CH:1]12[O:8][CH:5]([CH:6]=[CH:7]1)[CH2:4][CH2:3][C:2]2=O.N1CCCC1.CC1C=CC([S:22](O)(=O)=O)=CC=1.O.[S].[N:28]#[C:29][NH2:30], predict the reaction product. The product is: [S:22]1[C:3]2[CH2:4][CH:5]3[O:8][CH:1]([C:2]=2[N:28]=[C:29]1[NH2:30])[CH2:7][CH2:6]3. (4) Given the reactants [CH:1]([CH2:3][C:4]1[CH:18]=[CH:17][C:7]([O:8][CH2:9][C:10]([O:12][C:13]([CH3:16])([CH3:15])[CH3:14])=[O:11])=[CH:6][CH:5]=1)=O.Cl.[NH2:20][CH:21]([CH:23]([OH:31])[C:24]1[CH:29]=[CH:28][C:27]([OH:30])=[CH:26][CH:25]=1)[CH3:22], predict the reaction product. The product is: [OH:31][CH:23]([C:24]1[CH:25]=[CH:26][C:27]([OH:30])=[CH:28][CH:29]=1)[CH:21]([NH:20][CH2:1][CH2:3][C:4]1[CH:18]=[CH:17][C:7]([O:8][CH2:9][C:10]([O:12][C:13]([CH3:16])([CH3:15])[CH3:14])=[O:11])=[CH:6][CH:5]=1)[CH3:22].